This data is from Retrosynthesis with 50K atom-mapped reactions and 10 reaction types from USPTO. The task is: Predict the reactants needed to synthesize the given product. (1) Given the product [N-]=[N+]=N[C@@H]1CNCC[C@H]1O, predict the reactants needed to synthesize it. The reactants are: CC(C)(C)OC(=O)N1CC[C@@H](O)[C@H](N=[N+]=[N-])C1. (2) Given the product CCN(CCCN1CCc2cccc3c2C1CC3)S(=O)(=O)c1ccc(C)cc1, predict the reactants needed to synthesize it. The reactants are: CCNCCCN1CCc2cccc3c2C1CC3.Cc1ccc(S(=O)(=O)Cl)cc1.